Dataset: Forward reaction prediction with 1.9M reactions from USPTO patents (1976-2016). Task: Predict the product of the given reaction. Given the reactants [C:1]([CH2:3][C:4]([NH2:6])=[O:5])#[N:2].[H-].[Na+].[Cl:9][C:10]1[N:15]=[C:14]([NH:16][CH2:17][C:18]([OH:21])([CH3:20])[CH3:19])[C:13]([C:22](F)=[O:23])=[CH:12][N:11]=1.Cl, predict the reaction product. The product is: [NH2:2][C:1]1[N:16]([CH2:17][C:18]([OH:21])([CH3:19])[CH3:20])[C:14]2[N:15]=[C:10]([Cl:9])[N:11]=[CH:12][C:13]=2[C:22](=[O:23])[C:3]=1[C:4]([NH2:6])=[O:5].